Dataset: Catalyst prediction with 721,799 reactions and 888 catalyst types from USPTO. Task: Predict which catalyst facilitates the given reaction. (1) Reactant: [NH2:1][C@H:2]([C:5]1[N:14]([C:15]2[CH:20]=[CH:19][C:18]([O:21][CH2:22][C:23]([F:26])([F:25])[F:24])=[CH:17][CH:16]=2)[C:13](=[O:27])[C:12]2[C:7](=[CH:8][CH:9]=[CH:10][C:11]=2[F:28])[N:6]=1)[CH2:3][CH3:4].Cl[C:30]1[C:31]2[CH:38]=[CH:37][NH:36][C:32]=2[N:33]=[CH:34][N:35]=1.C(N(C(C)C)CC)(C)C. Product: [N:33]1[C:32]2[NH:36][CH:37]=[CH:38][C:31]=2[C:30]([NH:1][C@H:2]([C:5]2[N:14]([C:15]3[CH:20]=[CH:19][C:18]([O:21][CH2:22][C:23]([F:26])([F:24])[F:25])=[CH:17][CH:16]=3)[C:13](=[O:27])[C:12]3[C:7](=[CH:8][CH:9]=[CH:10][C:11]=3[F:28])[N:6]=2)[CH2:3][CH3:4])=[N:35][CH:34]=1. The catalyst class is: 218. (2) Reactant: [C:1]([C:3]1([C:16]2[CH:21]=[CH:20][C:19]([CH2:22][OH:23])=[CH:18][CH:17]=2)[CH2:8][CH2:7][N:6]([C:9]([O:11][C:12]([CH3:15])([CH3:14])[CH3:13])=[O:10])[CH2:5][CH2:4]1)#[N:2].C(=O)(O)[O-].[Na+]. Product: [C:12]([O:11][C:9]([N:6]1[CH2:7][CH2:8][C:3]([C:1]#[N:2])([C:16]2[CH:17]=[CH:18][C:19]([CH:22]=[O:23])=[CH:20][CH:21]=2)[CH2:4][CH2:5]1)=[O:10])([CH3:15])([CH3:13])[CH3:14]. The catalyst class is: 2. (3) Reactant: [Cl-].O[NH3+:3].[C:4](=[O:7])([O-])[OH:5].[Na+].CS(C)=O.[CH2:13]([C:17]1[N:18]=[C:19]([CH3:48])[N:20]([C:39]2[CH:44]=[CH:43][CH:42]=[C:41]([CH:45]3[CH2:47][CH2:46]3)[CH:40]=2)[C:21](=[O:38])[C:22]=1[CH2:23][C:24]1[CH:29]=[CH:28][C:27]([C:30]2[C:31]([C:36]#[N:37])=[CH:32][CH:33]=[CH:34][CH:35]=2)=[CH:26][CH:25]=1)[CH2:14][CH2:15][CH3:16]. Product: [CH2:13]([C:17]1[N:18]=[C:19]([CH3:48])[N:20]([C:39]2[CH:44]=[CH:43][CH:42]=[C:41]([CH:45]3[CH2:46][CH2:47]3)[CH:40]=2)[C:21](=[O:38])[C:22]=1[CH2:23][C:24]1[CH:25]=[CH:26][C:27]([C:30]2[CH:35]=[CH:34][CH:33]=[CH:32][C:31]=2[C:36]2[NH:3][C:4](=[O:7])[O:5][N:37]=2)=[CH:28][CH:29]=1)[CH2:14][CH2:15][CH3:16]. The catalyst class is: 69. (4) Reactant: [Cl:1][C:2]1[CH:3]=[C:4]([CH3:16])[C:5]2[O:10][CH:9]([CH:11]([CH3:13])[CH3:12])[C:8](=O)[NH:7][C:6]=2[CH:15]=1.B.O1CCCC1.Cl.O. Product: [Cl:1][C:2]1[CH:3]=[C:4]([CH3:16])[C:5]2[O:10][CH:9]([CH:11]([CH3:12])[CH3:13])[CH2:8][NH:7][C:6]=2[CH:15]=1. The catalyst class is: 54. (5) Reactant: C(OC(=O)[NH:7][C:8]([CH3:35])([CH3:34])[CH2:9][NH:10][CH:11]([C:15]1[N:24]([CH2:25][C:26]2[CH:31]=[CH:30][CH:29]=[CH:28][CH:27]=2)[C:23](=[O:32])[C:22]2[C:17](=[N:18][C:19]([Cl:33])=[CH:20][N:21]=2)[N:16]=1)[CH:12]([CH3:14])[CH3:13])(C)(C)C.FC(F)(F)C(O)=O. Product: [NH2:7][C:8]([CH3:35])([CH3:34])[CH2:9][NH:10][CH:11]([C:15]1[N:24]([CH2:25][C:26]2[CH:31]=[CH:30][CH:29]=[CH:28][CH:27]=2)[C:23](=[O:32])[C:22]2[C:17](=[N:18][C:19]([Cl:33])=[CH:20][N:21]=2)[N:16]=1)[CH:12]([CH3:14])[CH3:13]. The catalyst class is: 4. (6) Reactant: [CH3:1][C:2]1[CH:3]=[CH:4][C:5]([C:8]2[CH:9]=[C:10]([CH:14]=[C:15]([C:17]3[CH2:21][C@@H:20]([C:22]4[CH:27]=[CH:26][CH:25]=[CH:24][N:23]=4)[O:19][N:18]=3)[CH:16]=2)[C:11](O)=[O:12])=[N:6][CH:7]=1.Cl.[F:29][C:30]([F:41])([F:40])[C:31]1[N:36]=[CH:35][C:34]([C@H:37]([NH2:39])[CH3:38])=[CH:33][CH:32]=1.C(Cl)CCl.C1C=NC2N(O)N=NC=2C=1.C(N(CC)CC)C.C(=O)(O)[O-].[Na+]. Product: [CH3:1][C:2]1[CH:3]=[CH:4][C:5]([C:8]2[CH:9]=[C:10]([CH:14]=[C:15]([C:17]3[CH2:21][C@@H:20]([C:22]4[CH:27]=[CH:26][CH:25]=[CH:24][N:23]=4)[O:19][N:18]=3)[CH:16]=2)[C:11]([NH:39][C@@H:37]([C:34]2[CH:35]=[N:36][C:31]([C:30]([F:40])([F:29])[F:41])=[CH:32][CH:33]=2)[CH3:38])=[O:12])=[N:6][CH:7]=1. The catalyst class is: 9. (7) Reactant: [Cl:1][C:2]1[CH:7]=[CH:6][C:5]([CH:8]([C:10]2[CH:15]=[CH:14][C:13]([F:16])=[CH:12][CH:11]=2)O)=[CH:4][CH:3]=1.[Cl-].[In+3].[Cl-].[Cl-].ClC1C=C(Cl)C=CC=1C([C:33]1[C:41]2[C:36](=[C:37]([CH2:43][S:44][CH3:45])[CH:38]=[C:39](F)[CH:40]=2)[NH:35][CH:34]=1)CCO.O. Product: [Cl:1][C:2]1[CH:7]=[CH:6][C:5]([CH:8]([C:10]2[CH:15]=[CH:14][C:13]([F:16])=[CH:12][CH:11]=2)[C:33]2[C:41]3[C:36](=[C:37]([CH2:43][S:44][CH3:45])[CH:38]=[CH:39][CH:40]=3)[NH:35][CH:34]=2)=[CH:4][CH:3]=1. The catalyst class is: 133.